Predict the reactants needed to synthesize the given product. From a dataset of Full USPTO retrosynthesis dataset with 1.9M reactions from patents (1976-2016). Given the product [CH2:1]([N:8]1[CH2:13][CH2:12][N:11]([C:14]([O:16][C:17]([CH3:18])([CH3:19])[CH3:20])=[O:15])[CH2:10][C@H:9]1[CH2:21][O:22][C:26]1[CH:31]=[CH:30][CH:29]=[C:28]([C:32]([F:35])([F:34])[F:33])[N:27]=1)[C:2]1[CH:7]=[CH:6][CH:5]=[CH:4][CH:3]=1, predict the reactants needed to synthesize it. The reactants are: [CH2:1]([N:8]1[CH2:13][CH2:12][N:11]([C:14]([O:16][C:17]([CH3:20])([CH3:19])[CH3:18])=[O:15])[CH2:10][C@H:9]1[CH2:21][OH:22])[C:2]1[CH:7]=[CH:6][CH:5]=[CH:4][CH:3]=1.[H-].[Na+].Br[C:26]1[CH:31]=[CH:30][CH:29]=[C:28]([C:32]([F:35])([F:34])[F:33])[N:27]=1.